Predict the product of the given reaction. From a dataset of Forward reaction prediction with 1.9M reactions from USPTO patents (1976-2016). (1) Given the reactants Br[C:2]1[C:10]2[S:9][C:8]([NH:11][C:12](=[O:16])[NH:13][CH2:14][CH3:15])=[N:7][C:6]=2[CH:5]=[C:4]([C:17]2[CH:18]=[N:19][C:20]([N:23]3[CH2:28][CH2:27][C:26]([CH3:34])([C:29]([O:31][CH2:32][CH3:33])=[O:30])[CH2:25][CH2:24]3)=[N:21][CH:22]=2)[CH:3]=1.[CH3:35][N:36](C=O)C, predict the reaction product. The product is: [C:35]([C:2]1[C:10]2[S:9][C:8]([NH:11][C:12](=[O:16])[NH:13][CH2:14][CH3:15])=[N:7][C:6]=2[CH:5]=[C:4]([C:17]2[CH:22]=[N:21][C:20]([N:23]3[CH2:24][CH2:25][C:26]([CH3:34])([C:29]([O:31][CH2:32][CH3:33])=[O:30])[CH2:27][CH2:28]3)=[N:19][CH:18]=2)[CH:3]=1)#[N:36]. (2) The product is: [C:11]([C:10]1[C:3]2[C:2]([N:24]3[C@@H:20]4[CH2:39][N:40]([C:42](=[O:43])[CH:32]=[CH2:33])[CH2:41][CH2:18][C@@H:19]4[CH2:26][CH2:25]3)=[N:7][CH:6]=[N:5][C:4]=2[NH:8][CH:9]=1)#[CH:12]. Given the reactants Cl[C:2]1[C:3]2[C:10]([C:11]#[C:12][Si](C)(C)C)=[CH:9][NH:8][C:4]=2[N:5]=[CH:6][N:7]=1.Cl[C:18]1[C:19]2[C:26](I)=[CH:25][NH:24][C:20]=2N=CN=1.[Si]([C:32]#[CH:33])(C)(C)C.C1COCC1.[CH3:39][N:40]([CH:42]=[O:43])[CH3:41], predict the reaction product. (3) Given the reactants [NH2:1][CH:2]1[CH2:7][CH2:6][N:5]([CH2:8][CH2:9][N:10]2[C:19]3[C:14](=[CH:15][CH:16]=[CH:17][N:18]=3)[CH:13]=[CH:12][C:11]2=[O:20])[CH2:4][CH2:3]1.[Cl:21][C:22]1[C:31]([CH:32]=O)=[N:30][C:29]2[NH:28][C:27](=[O:34])[CH2:26][S:25][C:24]=2[CH:23]=1.C(O[BH-](OC(=O)C)OC(=O)C)(=O)C.[Na+].C(=O)([O-])O.[Na+].[Cl-].[Na+], predict the reaction product. The product is: [ClH:21].[Cl:21][C:22]1[C:31]([CH2:32][NH:1][CH:2]2[CH2:7][CH2:6][N:5]([CH2:8][CH2:9][N:10]3[C:19]4[C:14](=[CH:15][CH:16]=[CH:17][N:18]=4)[CH:13]=[CH:12][C:11]3=[O:20])[CH2:4][CH2:3]2)=[N:30][C:29]2[NH:28][C:27](=[O:34])[CH2:26][S:25][C:24]=2[CH:23]=1. (4) Given the reactants [CH2:1]([N:8]1[C:12]2=[C:13]([N:18]3[CH2:27][CH2:26][C:25]4[C:20](=[CH:21][CH:22]=[CH:23][CH:24]=4)[CH2:19]3)[N:14]=[C:15](Cl)[CH:16]=[C:11]2[C:10]([CH3:28])=[C:9]1[CH3:29])[C:2]1[CH:7]=[CH:6][CH:5]=[CH:4][CH:3]=1.[SH-:30].[Na+].O, predict the reaction product. The product is: [CH2:1]([N:8]1[C:12]2=[C:13]([N:18]3[CH2:27][CH2:26][C:25]4[C:20](=[CH:21][CH:22]=[CH:23][CH:24]=4)[CH2:19]3)[N:14]=[C:15]([SH:30])[CH:16]=[C:11]2[C:10]([CH3:28])=[C:9]1[CH3:29])[C:2]1[CH:7]=[CH:6][CH:5]=[CH:4][CH:3]=1.